From a dataset of Catalyst prediction with 721,799 reactions and 888 catalyst types from USPTO. Predict which catalyst facilitates the given reaction. (1) Reactant: Br[C:2]1[C:25](=[O:26])[N:24]([CH2:27][CH3:28])[C:5]2[N:6]=[C:7]([NH:10][C:11]3[CH:16]=[CH:15][C:14]([N:17]4[CH2:22][CH2:21][N:20]([CH3:23])[CH2:19][CH2:18]4)=[CH:13][CH:12]=3)[N:8]=[CH:9][C:4]=2[CH:3]=1.[Cl:29][C:30]1[CH:35]=[C:34]([C:36]([O:38][CH3:39])=[O:37])[CH:33]=[CH:32][C:31]=1B(O)O.[O-]P([O-])([O-])=O.[K+].[K+].[K+].CN(C)C=O. Product: [CH3:39][O:38][C:36](=[O:37])[C:34]1[CH:33]=[CH:32][C:31]([C:2]2[C:25](=[O:26])[N:24]([CH2:27][CH3:28])[C:5]3[N:6]=[C:7]([NH:10][C:11]4[CH:16]=[CH:15][C:14]([N:17]5[CH2:22][CH2:21][N:20]([CH3:23])[CH2:19][CH2:18]5)=[CH:13][CH:12]=4)[N:8]=[CH:9][C:4]=3[CH:3]=2)=[C:30]([Cl:29])[CH:35]=1. The catalyst class is: 263. (2) Reactant: [C:1]([Cl:6])(=[O:5])[C:2](Cl)=[O:3].[CH3:7][C:8]1[CH:18]=[CH:17][C:11](OCC(O)=O)=[CH:10][CH:9]=1. Product: [CH3:7][C:8]1[CH:18]=[CH:17][C:11]([O:3][CH2:2][C:1]([Cl:6])=[O:5])=[CH:10][CH:9]=1. The catalyst class is: 204. (3) Reactant: C([O:5][C:6](=[O:44])[CH2:7][CH2:8][N:9](C(OC(C)(C)C)=O)[CH2:10][C:11]([N:13]1[C:21]2[C:16](=[CH:17][C:18]([O:22][CH2:23][C:24]3[CH:29]=[CH:28][C:27]([CH:30]4[CH2:35][CH2:34][CH2:33][CH2:32][CH2:31]4)=[C:26]([F:36])[CH:25]=3)=[CH:19][CH:20]=2)[CH2:15][CH2:14]1)=[O:12])(C)(C)C. The catalyst class is: 620. Product: [CH:30]1([C:27]2[CH:28]=[CH:29][C:24]([CH2:23][O:22][C:18]3[CH:17]=[C:16]4[C:21](=[CH:20][CH:19]=3)[N:13]([C:11](=[O:12])[CH2:10][NH:9][CH2:8][CH2:7][C:6]([OH:44])=[O:5])[CH2:14][CH2:15]4)=[CH:25][C:26]=2[F:36])[CH2:31][CH2:32][CH2:33][CH2:34][CH2:35]1.